Dataset: Peptide-MHC class I binding affinity with 185,985 pairs from IEDB/IMGT. Task: Regression. Given a peptide amino acid sequence and an MHC pseudo amino acid sequence, predict their binding affinity value. This is MHC class I binding data. (1) The peptide sequence is MPNQAQMRI. The MHC is HLA-B51:01 with pseudo-sequence HLA-B51:01. The binding affinity (normalized) is 0.756. (2) The peptide sequence is DINAQQFANV. The MHC is HLA-A02:03 with pseudo-sequence HLA-A02:03. The binding affinity (normalized) is 0.303. (3) The peptide sequence is IAVLYCVHQR. The MHC is HLA-A30:01 with pseudo-sequence HLA-A30:01. The binding affinity (normalized) is 0.0847. (4) The peptide sequence is VSSWEEVPY. The MHC is HLA-A30:02 with pseudo-sequence HLA-A30:02. The binding affinity (normalized) is 0.304.